This data is from Forward reaction prediction with 1.9M reactions from USPTO patents (1976-2016). The task is: Predict the product of the given reaction. (1) Given the reactants [C:1]([CH:4](OS(C1C=CC(C)=CC=1)(=O)=O)[C:5]1[CH:10]=[CH:9][CH:8]=[CH:7][CH:6]=1)(=[O:3])[NH2:2].[F:22][CH:23]([F:47])[O:24][C:25]1[CH:30]=[CH:29][CH:28]=[CH:27][C:26]=1[CH2:31][CH2:32][C@H:33]1[C:42]2[C:37](=[CH:38][C:39]([O:45][CH3:46])=[C:40]([O:43][CH3:44])[CH:41]=2)[CH2:36][CH2:35][NH:34]1, predict the reaction product. The product is: [F:47][CH:23]([F:22])[O:24][C:25]1[CH:30]=[CH:29][CH:28]=[CH:27][C:26]=1[CH2:31][CH2:32][C@H:33]1[C:42]2[C:37](=[CH:38][C:39]([O:45][CH3:46])=[C:40]([O:43][CH3:44])[CH:41]=2)[CH2:36][CH2:35][N:34]1[C@H:4]([C:5]1[CH:6]=[CH:7][CH:8]=[CH:9][CH:10]=1)[C:1]([NH2:2])=[O:3]. (2) Given the reactants Br[CH2:2][C:3]1[CH:8]=[CH:7][N:6]=[CH:5][CH:4]=1.C([O:11][C:12](=[O:30])[CH2:13][O:14][C:15]1[CH:20]=[CH:19][C:18]([Br:21])=[CH:17][C:16]=1/[CH:22]=[C:23]1/[C:24](=[O:29])[NH:25][C:26](=[O:28])[S:27]/1)C, predict the reaction product. The product is: [Br:21][C:18]1[CH:19]=[CH:20][C:15]([O:14][CH2:13][C:12]([OH:30])=[O:11])=[C:16]([CH2:22][CH:23]2[S:27][C:26](=[O:28])[N:25]([CH2:2][C:3]3[CH:8]=[CH:7][N:6]=[CH:5][CH:4]=3)[C:24]2=[O:29])[CH:17]=1. (3) Given the reactants [N+](C1C=CC(COC([NH:12][CH:13]([CH2:24][CH2:25][P:26]([O:35][CH3:36])([O:28][C:29]2[CH:34]=[CH:33][CH:32]=[CH:31][CH:30]=2)=[O:27])[C:14]([O:16]CC2C=CC=CC=2)=[O:15])=O)=CC=1)([O-])=O.[H][H], predict the reaction product. The product is: [NH2:12][CH:13]([CH2:24][CH2:25][P:26]([O:35][CH3:36])([O:28][C:29]1[CH:34]=[CH:33][CH:32]=[CH:31][CH:30]=1)=[O:27])[C:14]([OH:16])=[O:15]. (4) Given the reactants [Cl:1][C:2]1[N:7]=[C:6]([C:8]2[S:12][C:11]3[C:13]([O:20][CH3:21])=[CH:14][CH:15]=[C:16]([C:17]([OH:19])=O)[C:10]=3[CH:9]=2)[C:5]([Cl:22])=[CH:4][N:3]=1.C([N:26]([CH:29]([CH3:31])[CH3:30])CC)(C)C.Cl.CN(C)CCCN=C=NCC.ON1C2C=CC=CC=2N=N1.C1(N)CC1, predict the reaction product. The product is: [CH:29]1([NH:26][C:17]([C:16]2[C:10]3[CH:9]=[C:8]([C:6]4[C:5]([Cl:22])=[CH:4][N:3]=[C:2]([Cl:1])[N:7]=4)[S:12][C:11]=3[C:13]([O:20][CH3:21])=[CH:14][CH:15]=2)=[O:19])[CH2:31][CH2:30]1. (5) Given the reactants [F:1][C:2]1[CH:3]=[CH:4][C:5]([N+:11]([O-:13])=[O:12])=[C:6]([CH:10]=1)[C:7](O)=[O:8].[CH:14]([N:17](CC)C(C)C)(C)C.CN.O1CCCC1.CCCP1(OP(CCC)(=O)OP(CCC)(=O)O1)=O.C(OCC)(=O)C, predict the reaction product. The product is: [F:1][C:2]1[CH:3]=[CH:4][C:5]([N+:11]([O-:13])=[O:12])=[C:6]([CH:10]=1)[C:7]([NH:17][CH3:14])=[O:8]. (6) The product is: [Cl:1][C:2]1[CH:8]=[C:7]([O:9][C:10]2[C:19]3[C:14](=[CH:15][C:16]([O:22][CH3:23])=[C:17]([O:20][CH3:21])[CH:18]=3)[N:13]=[CH:12][N:11]=2)[CH:6]=[CH:5][C:3]=1[NH:4][C:28](=[O:34])[O:27][CH2:25][CH2:36][CH2:37][CH2:38][CH2:39][CH3:40]. Given the reactants [Cl:1][C:2]1[CH:8]=[C:7]([O:9][C:10]2[C:19]3[C:14](=[CH:15][C:16]([O:22][CH3:23])=[C:17]([O:20][CH3:21])[CH:18]=3)[N:13]=[CH:12][N:11]=2)[CH:6]=[CH:5][C:3]=1[NH2:4].Cl[C:25](Cl)([O:27][C:28](=[O:34])OC(Cl)(Cl)Cl)Cl.[CH2:36](O)[CH2:37][CH2:38][CH2:39][CH2:40]C.C(=O)(O)[O-].[Na+], predict the reaction product. (7) Given the reactants Br[CH2:2][C:3]([C:5]1[CH:10]=[CH:9][N:8]([CH3:11])[C:7](=[O:12])[CH:6]=1)=[O:4].[C:13]([O:18][CH2:19][CH3:20])(=[O:17])[C:14]#[C:15][CH3:16].[N:21]1[CH:26]=[CH:25][CH:24]=[CH:23][N:22]=1, predict the reaction product. The product is: [CH3:16][C:15]1[C:14]([C:13]([O:18][CH2:19][CH3:20])=[O:17])=[C:26]2[CH:25]=[CH:24][CH:23]=[N:22][N:21]2[C:2]=1[C:3]([C:5]1[CH:10]=[CH:9][N:8]([CH3:11])[C:7](=[O:12])[CH:6]=1)=[O:4]. (8) Given the reactants [F:1][C:2]([F:11])([F:10])[C:3]1[CH:9]=[CH:8][C:6]([NH2:7])=[CH:5][CH:4]=1.N1C=CC=CC=1.[CH2:18]([N:25]1[C:33]2[C:28](=[CH:29][CH:30]=[CH:31][CH:32]=2)[C:27]([C:34]2[O:35][C:36]([C:39](Cl)=[O:40])=[CH:37][CH:38]=2)=[N:26]1)[C:19]1[CH:24]=[CH:23][CH:22]=[CH:21][CH:20]=1, predict the reaction product. The product is: [CH2:18]([N:25]1[C:33]2[C:28](=[CH:29][CH:30]=[CH:31][CH:32]=2)[C:27]([C:34]2[O:35][C:36]([C:39](=[O:40])[NH:7][C:6]3[CH:8]=[CH:9][C:3]([C:2]([F:10])([F:11])[F:1])=[CH:4][CH:5]=3)=[CH:37][CH:38]=2)=[N:26]1)[C:19]1[CH:24]=[CH:23][CH:22]=[CH:21][CH:20]=1.